Dataset: Reaction yield outcomes from USPTO patents with 853,638 reactions. Task: Predict the reaction yield, written as a fraction of the theoretical maximum amount of product (1.0 means a 100% yield; for example, 0.34 means a 34% yield). (1) The reactants are [NH2:1][C:2]1[CH:3]=[C:4]2[C:20](=[O:21])[NH:19][N:18]=[CH:17][C:6]3=[C:7]([C:11]4[CH:16]=[CH:15][CH:14]=[CH:13][CH:12]=4)[NH:8][C:9]([CH:10]=1)=[C:5]23.[C:22]1([CH:28]([CH3:32])[C:29](O)=[O:30])[CH:27]=[CH:26][CH:25]=[CH:24][CH:23]=1.C(N(CC)CC)C.F[P-](F)(F)(F)(F)F.N1(OC(N(C)C)=[N+](C)C)C2N=CC=CC=2N=N1. The catalyst is CN(C)C=O.C(OCC)C.CCCCCC.C(OCC)(=O)C. The product is [O:21]=[C:20]1[C:4]2[C:5]3[C:6](=[C:7]([C:11]4[CH:12]=[CH:13][CH:14]=[CH:15][CH:16]=4)[NH:8][C:9]=3[CH:10]=[C:2]([NH:1][C:29](=[O:30])[CH:28]([C:22]3[CH:27]=[CH:26][CH:25]=[CH:24][CH:23]=3)[CH3:32])[CH:3]=2)[CH:17]=[N:18][NH:19]1. The yield is 0.320. (2) The reactants are [N:1]#[C:2]Br.C(=O)([O-])[O-].[K+].[K+].[F:10][C:11]1[CH:29]=[C:28]([S:30]([CH3:33])(=[O:32])=[O:31])[C:27]([F:34])=[CH:26][C:12]=1[O:13][CH:14]1[CH2:18][CH2:17][N:16]([CH:19]2[CH2:24][CH2:23][NH:22][CH2:21][CH2:20]2)[C:15]1=[O:25].[OH-].[Na+]. The catalyst is CC#N. The product is [F:10][C:11]1[CH:29]=[C:28]([S:30]([CH3:33])(=[O:32])=[O:31])[C:27]([F:34])=[CH:26][C:12]=1[O:13][CH:14]1[CH2:18][CH2:17][N:16]([CH:19]2[CH2:24][CH2:23][N:22]([C:2]#[N:1])[CH2:21][CH2:20]2)[C:15]1=[O:25]. The yield is 0.990. (3) The reactants are [CH2:1]([C:3]1[N:4]([C:28]2[CH:33]=[CH:32][C:31]([O:34][C:35]3([CH2:40][OH:41])[CH2:39][CH2:38][CH2:37][CH2:36]3)=[CH:30][CH:29]=2)[C:5](=[O:27])[C:6]([CH2:12][C:13]2[CH:18]=[CH:17][C:16]([C:19]3[C:20]([C:25]#[N:26])=[CH:21][CH:22]=[CH:23][CH:24]=3)=[CH:15][CH:14]=2)=[C:7]([CH2:9][CH2:10][CH3:11])[N:8]=1)[CH3:2].[N:42]1C(C)=CC=CC=1C.FC(F)(F)S(O[Si](C(C)(C)C)(C)C)(=O)=O.[C:65]([O:68]CC)(=[O:67])C. The catalyst is ClCCl. The product is [CH2:1]([C:3]1[N:4]([C:28]2[CH:33]=[CH:32][C:31]([O:34][C:35]3([CH2:40][OH:41])[CH2:36][CH2:37][CH2:38][CH2:39]3)=[CH:30][CH:29]=2)[C:5](=[O:27])[C:6]([CH2:12][C:13]2[CH:14]=[CH:15][C:16]([C:19]3[CH:24]=[CH:23][CH:22]=[CH:21][C:20]=3[C:25]3[NH:42][C:65](=[O:67])[O:68][N:26]=3)=[CH:17][CH:18]=2)=[C:7]([CH2:9][CH2:10][CH3:11])[N:8]=1)[CH3:2]. The yield is 0.580. (4) The reactants are O[CH2:2][C:3]1[CH:10]=[C:9]([CH3:11])[C:6]([C:7]#[N:8])=[C:5]([O:12][CH3:13])[N:4]=1.[C:14]1(=[O:24])[NH:18][C:17](=[O:19])[C:16]2=[CH:20][CH:21]=[CH:22][CH:23]=[C:15]12.C1(P(C2C=CC=CC=2)C2C=CC=CC=2)C=CC=CC=1.CC(OC(/N=N/C(OC(C)C)=O)=O)C. The catalyst is O1CCCC1. The product is [O:19]=[C:17]1[C:16]2[C:15](=[CH:23][CH:22]=[CH:21][CH:20]=2)[C:14](=[O:24])[N:18]1[CH2:2][C:3]1[CH:10]=[C:9]([CH3:11])[C:6]([C:7]#[N:8])=[C:5]([O:12][CH3:13])[N:4]=1. The yield is 0.820. (5) The reactants are [N:1]12[CH2:8][CH2:7][C:4]([C:9]([C:17]3[CH:22]=[CH:21][CH:20]=[CH:19][CH:18]=3)([C:11]3[CH:16]=[CH:15][CH:14]=[CH:13][CH:12]=3)[OH:10])([CH2:5][CH2:6]1)[CH2:3][CH2:2]2.[Br:23][CH2:24][CH2:25][CH3:26]. The catalyst is CC#N. The product is [Br-:23].[OH:10][C:9]([C:17]1[CH:22]=[CH:21][CH:20]=[CH:19][CH:18]=1)([C:11]1[CH:12]=[CH:13][CH:14]=[CH:15][CH:16]=1)[C:4]12[CH2:5][CH2:6][N+:1]([CH2:24][CH2:25][CH3:26])([CH2:2][CH2:3]1)[CH2:8][CH2:7]2. The yield is 0.751. (6) The reactants are [OH-].[Na+].[O:3]=[C:4]([CH2:8][CH3:9])[C:5]([OH:7])=[O:6].CCO.[Cl:13][C:14]1[CH:21]=[CH:20][C:17]([CH:18]=O)=[CH:16][CH:15]=1. The catalyst is O. The product is [Cl:13][C:14]1[CH:21]=[CH:20][C:17](/[CH:18]=[C:8](\[CH3:9])/[C:4](=[O:3])[C:5]([OH:7])=[O:6])=[CH:16][CH:15]=1. The yield is 0.860. (7) The reactants are [F:1][C:2]1[CH:7]=[CH:6][C:5]([C:8]2[C:16]3[C:11](=[CH:12][CH:13]=[C:14]([N+:17]([O-])=O)[CH:15]=3)[N:10](COCCOC)[N:9]=2)=[CH:4][CH:3]=1. The catalyst is C(O)C.[Pd].[C]. The product is [F:1][C:2]1[CH:3]=[CH:4][C:5]([C:8]2[C:16]3[C:11](=[CH:12][CH:13]=[C:14]([NH2:17])[CH:15]=3)[NH:10][N:9]=2)=[CH:6][CH:7]=1. The yield is 0.530. (8) The reactants are [CH2:1]([C:3]1[C:8]([OH:9])=[CH:7][C:6]([OH:10])=[C:5]([C:11](=[O:29])[C:12]2[CH:17]=[CH:16][C:15]([O:18][CH2:19][CH2:20][N:21]3[CH2:26][CH2:25][O:24][CH2:23][CH2:22]3)=[C:14]([O:27][CH3:28])[CH:13]=2)[C:4]=1[CH2:30][C:31]([N:33]([CH2:38][CH2:39][O:40][CH3:41])[CH2:34][CH2:35][O:36][CH3:37])=[O:32])[CH3:2].[ClH:42]. The catalyst is CO. The product is [ClH:42].[CH2:1]([C:3]1[C:8]([OH:9])=[CH:7][C:6]([OH:10])=[C:5]([C:11](=[O:29])[C:12]2[CH:17]=[CH:16][C:15]([O:18][CH2:19][CH2:20][N:21]3[CH2:26][CH2:25][O:24][CH2:23][CH2:22]3)=[C:14]([O:27][CH3:28])[CH:13]=2)[C:4]=1[CH2:30][C:31]([N:33]([CH2:34][CH2:35][O:36][CH3:37])[CH2:38][CH2:39][O:40][CH3:41])=[O:32])[CH3:2]. The yield is 0.890.